Dataset: Forward reaction prediction with 1.9M reactions from USPTO patents (1976-2016). Task: Predict the product of the given reaction. (1) Given the reactants [Cl:1][C:2]1[CH:32]=[CH:31][CH:30]=[CH:29][C:3]=1[O:4][CH2:5][CH2:6][CH2:7][O:8][C:9]1[CH:14]=[CH:13][C:12]([CH:15]2[CH2:20][CH2:19][N:18]([C:21]([O:23][C:24]([CH3:27])([CH3:26])[CH3:25])=[O:22])[CH2:17][CH:16]2[OH:28])=[CH:11][CH:10]=1.[CH2:33](Br)[CH:34]=[CH2:35], predict the reaction product. The product is: [CH2:35]([O:28][CH:16]1[CH:15]([C:12]2[CH:11]=[CH:10][C:9]([O:8][CH2:7][CH2:6][CH2:5][O:4][C:3]3[CH:29]=[CH:30][CH:31]=[CH:32][C:2]=3[Cl:1])=[CH:14][CH:13]=2)[CH2:20][CH2:19][N:18]([C:21]([O:23][C:24]([CH3:27])([CH3:26])[CH3:25])=[O:22])[CH2:17]1)[CH:34]=[CH2:33]. (2) Given the reactants [S:1]1[C:5]2[CH2:6][N:7]([C:10]([O:12][C:13]([CH3:16])([CH3:15])[CH3:14])=[O:11])[CH2:8][CH2:9][C:4]=2[CH:3]=[CH:2]1.C([Li])CCC.[CH2:22]([O:24][C:25](Cl)=[O:26])[CH3:23], predict the reaction product. The product is: [S:1]1[C:5]2[CH2:6][N:7]([C:10]([O:12][C:13]([CH3:16])([CH3:15])[CH3:14])=[O:11])[CH2:8][CH2:9][C:4]=2[CH:3]=[C:2]1[C:25]([O:24][CH2:22][CH3:23])=[O:26]. (3) Given the reactants [C:1]([C:3]1[CH:8]=[CH:7][C:6]([CH3:9])=[CH:5][C:4]=1[NH:10][C:11](=O)[C:12]1[CH:17]=[CH:16][CH:15]=[CH:14][C:13]=1[O:18][CH3:19])#[N:2].[OH-:21].[Na+].OO, predict the reaction product. The product is: [CH3:19][O:18][C:13]1[CH:14]=[CH:15][CH:16]=[CH:17][C:12]=1[C:11]1[NH:2][C:1](=[O:21])[C:3]2[C:4](=[CH:5][C:6]([CH3:9])=[CH:7][CH:8]=2)[N:10]=1. (4) Given the reactants [CH3:1][O:2][C:3]1[CH:8]=[CH:7][CH:6]=[CH:5][C:4]=1[C:9]1[N:10]=[N:11][N:12]([CH3:18])[C:13]=1[C:14]([O:16]C)=[O:15].[OH-].[Na+], predict the reaction product. The product is: [CH3:1][O:2][C:3]1[CH:8]=[CH:7][CH:6]=[CH:5][C:4]=1[C:9]1[N:10]=[N:11][N:12]([CH3:18])[C:13]=1[C:14]([OH:16])=[O:15]. (5) Given the reactants [CH2:1]([O:8][C:9]1[CH:14]=[C:13]([O:15][CH2:16][C:17]2[CH:22]=[CH:21][CH:20]=[CH:19][CH:18]=2)[C:12]([Cl:23])=[CH:11][C:10]=1[C:24]1[O:28][N:27]=[C:26]([CH3:29])[C:25]=1I)[C:2]1[CH:7]=[CH:6][CH:5]=[CH:4][CH:3]=1.[CH:31]([C:33]1[CH:34]=[C:35](B(O)O)[CH:36]=[CH:37][CH:38]=1)=[O:32].C(=O)([O-])O.[Na+], predict the reaction product. The product is: [CH2:1]([O:8][C:9]1[CH:14]=[C:13]([O:15][CH2:16][C:17]2[CH:22]=[CH:21][CH:20]=[CH:19][CH:18]=2)[C:12]([Cl:23])=[CH:11][C:10]=1[C:24]1[O:28][N:27]=[C:26]([CH3:29])[C:25]=1[C:37]1[CH:38]=[C:33]([CH:34]=[CH:35][CH:36]=1)[CH:31]=[O:32])[C:2]1[CH:7]=[CH:6][CH:5]=[CH:4][CH:3]=1. (6) The product is: [NH2:1][C:3]1[C:8]2[C:9](=[O:25])[N:10]([C:15]3[CH:16]=[CH:17][C:18]([O:23][CH3:24])=[C:19]([CH:22]=3)[C:20]#[N:21])[CH2:11][C@@H:12]([CH3:14])[O:13][C:7]=2[N:6]=[CH:5][N:4]=1. Given the reactants [NH3:1].Cl[C:3]1[C:8]2[C:9](=[O:25])[N:10]([C:15]3[CH:16]=[CH:17][C:18]([O:23][CH3:24])=[C:19]([CH:22]=3)[C:20]#[N:21])[CH2:11][C@@H:12]([CH3:14])[O:13][C:7]=2[N:6]=[CH:5][N:4]=1, predict the reaction product. (7) Given the reactants [C:1]([C:5]1[CH:9]=[C:8]([NH:10][C:11]([NH:13][C:14]2[C:23]3[C:18](=[CH:19][CH:20]=[CH:21][CH:22]=3)[C:17]([O:24][C:25]3[CH:30]=[CH:29][N:28]=[C:27](Cl)[N:26]=3)=[CH:16][CH:15]=2)=[O:12])[N:7]([C:32]2[CH:37]=[CH:36][C:35]([CH3:38])=[CH:34][CH:33]=2)[N:6]=1)([CH3:4])([CH3:3])[CH3:2].[CH:39]1([S:42]([C:45]2[CH:46]=[C:47]([CH:49]=[C:50]([O:52][CH3:53])[CH:51]=2)[NH2:48])(=[O:44])=[O:43])[CH2:41][CH2:40]1.C([O-])(O)=O.[Na+], predict the reaction product. The product is: [C:1]([C:5]1[CH:9]=[C:8]([NH:10][C:11]([NH:13][C:14]2[C:23]3[C:18](=[CH:19][CH:20]=[CH:21][CH:22]=3)[C:17]([O:24][C:25]3[CH:30]=[CH:29][N:28]=[C:27]([NH:48][C:47]4[CH:49]=[C:50]([O:52][CH3:53])[CH:51]=[C:45]([S:42]([CH:39]5[CH2:40][CH2:41]5)(=[O:44])=[O:43])[CH:46]=4)[N:26]=3)=[CH:16][CH:15]=2)=[O:12])[N:7]([C:32]2[CH:37]=[CH:36][C:35]([CH3:38])=[CH:34][CH:33]=2)[N:6]=1)([CH3:4])([CH3:3])[CH3:2]. (8) Given the reactants [Br:1][C:2]1[CH:10]=[C:9]2[C:5]([CH2:6][C:7]([CH3:13])([CH3:12])[C:8]2=O)=[CH:4][CH:3]=1.C([SiH](CC)CC)C, predict the reaction product. The product is: [Br:1][C:2]1[CH:10]=[C:9]2[C:5](=[CH:4][CH:3]=1)[CH2:6][C:7]([CH3:13])([CH3:12])[CH2:8]2.